This data is from Full USPTO retrosynthesis dataset with 1.9M reactions from patents (1976-2016). The task is: Predict the reactants needed to synthesize the given product. The reactants are: Cl[C:2]1[C:11]2[C:6](=[CH:7][CH:8]=[C:9]([CH3:12])[CH:10]=2)[N:5]=[C:4]([N:13]2[CH2:19][C:18]3[CH:20]=[CH:21][CH:22]=[CH:23][C:17]=3[S:16](=[O:25])(=[O:24])[CH2:15][CH2:14]2)[CH:3]=1.[NH:26]1[CH2:31][CH2:30][O:29][CH2:28][CH2:27]1. Given the product [CH3:12][C:9]1[CH:10]=[C:11]2[C:6](=[CH:7][CH:8]=1)[N:5]=[C:4]([N:13]1[CH2:19][C:18]3[CH:20]=[CH:21][CH:22]=[CH:23][C:17]=3[S:16](=[O:25])(=[O:24])[CH2:15][CH2:14]1)[CH:3]=[C:2]2[N:26]1[CH2:31][CH2:30][O:29][CH2:28][CH2:27]1, predict the reactants needed to synthesize it.